This data is from Forward reaction prediction with 1.9M reactions from USPTO patents (1976-2016). The task is: Predict the product of the given reaction. (1) Given the reactants [N+:1]([C:4]1[CH:9]=[CH:8][C:7]([N:10]2[CH2:15][CH2:14][NH:13][CH2:12][CH2:11]2)=[CH:6][CH:5]=1)([O-:3])=[O:2].C(=O)([O-])O.[Na+].Cl.[CH3:22][N:23]([CH3:28])[CH2:24][CH2:25][CH2:26]Cl, predict the reaction product. The product is: [CH3:22][N:23]([CH3:28])[CH2:24][CH2:25][CH2:26][N:13]1[CH2:14][CH2:15][N:10]([C:7]2[CH:6]=[CH:5][C:4]([N+:1]([O-:3])=[O:2])=[CH:9][CH:8]=2)[CH2:11][CH2:12]1. (2) Given the reactants Br[C:2]1[CH:7]=[CH:6][C:5]([Br:8])=[CH:4][C:3]=1[N+:9]([O-])=O.[C:12]1([NH:18][C:19](=O)[CH3:20])[CH:17]=[CH:16][CH:15]=[CH:14][CH:13]=1, predict the reaction product. The product is: [Br:8][C:5]1[CH:6]=[CH:7][C:2]2[N:18]([C:12]3[CH:17]=[CH:16][CH:15]=[CH:14][CH:13]=3)[C:19]([CH3:20])=[N:9][C:3]=2[CH:4]=1. (3) Given the reactants C1(O[C:8](=[O:26])[NH:9][C:10]2[CH:15]=[C:14]([O:16][C:17]3[CH:22]=[CH:21][C:20]([N+:23]([O-:25])=[O:24])=[CH:19][CH:18]=3)[CH:13]=[CH:12][N:11]=2)C=CC=CC=1.[N:27]1([CH:32]2[CH2:37][CH2:36][NH:35][CH2:34][CH2:33]2)[CH2:31][CH2:30][CH2:29][CH2:28]1, predict the reaction product. The product is: [N+:23]([C:20]1[CH:19]=[CH:18][C:17]([O:16][C:14]2[CH:13]=[CH:12][N:11]=[C:10]([NH:9][C:8]([N:35]3[CH2:36][CH2:37][CH:32]([N:27]4[CH2:31][CH2:30][CH2:29][CH2:28]4)[CH2:33][CH2:34]3)=[O:26])[CH:15]=2)=[CH:22][CH:21]=1)([O-:25])=[O:24]. (4) Given the reactants [CH3:1][C:2]1[CH:7]=[C:6]([O:8][CH2:9][CH2:10][N:11]2[CH2:15][CH2:14][CH2:13][C:12]2=[O:16])[CH:5]=[C:4]([CH3:17])[C:3]=1[C:18]1[CH:23]=[CH:22][CH:21]=[C:20]([CH2:24][NH:25][C:26]2[CH:31]=[CH:30][C:29]([CH2:32][CH2:33][C:34]([O:36]C(C)(C)C)=[O:35])=[C:28]([F:41])[CH:27]=2)[CH:19]=1.FC(F)(F)C(O)=O.[CH3:49][S:50]([OH:53])(=[O:52])=[O:51], predict the reaction product. The product is: [CH3:49][S:50]([OH:53])(=[O:52])=[O:51].[CH3:17][C:4]1[CH:5]=[C:6]([O:8][CH2:9][CH2:10][N:11]2[CH2:15][CH2:14][CH2:13][C:12]2=[O:16])[CH:7]=[C:2]([CH3:1])[C:3]=1[C:18]1[CH:23]=[CH:22][CH:21]=[C:20]([CH2:24][NH:25][C:26]2[CH:31]=[CH:30][C:29]([CH2:32][CH2:33][C:34]([OH:36])=[O:35])=[C:28]([F:41])[CH:27]=2)[CH:19]=1. (5) Given the reactants C([N:4]1[C:12]2[C:7](=[CH:8][CH:9]=[C:10]([C:13]([O:15]C)=[O:14])[CH:11]=2)[C:6]([O:17][CH3:18])=[CH:5]1)(=O)C.O.[OH-].[Li+], predict the reaction product. The product is: [CH3:18][O:17][C:6]1[C:7]2[C:12](=[CH:11][C:10]([C:13]([OH:15])=[O:14])=[CH:9][CH:8]=2)[NH:4][CH:5]=1. (6) Given the reactants [NH2:1][C:2](=[NH:32])[C:3]1[CH:31]=[CH:30][C:6]([O:7][CH2:8][CH2:9][CH2:10][N:11]2[CH2:16][CH2:15][N:14]([CH2:17][CH2:18][CH2:19][O:20][C:21]3[CH:29]=[CH:28][C:24]([C:25]([NH2:27])=[NH:26])=[CH:23][CH:22]=3)[CH2:13][CH2:12]2)=[CH:5][CH:4]=1.C(O)C.[ClH:36].O, predict the reaction product. The product is: [ClH:36].[NH2:27][C:25](=[NH:26])[C:24]1[CH:28]=[CH:29][C:21]([O:20][CH2:19][CH2:18][CH2:17][N:14]2[CH2:15][CH2:16][N:11]([CH2:10][CH2:9][CH2:8][O:7][C:6]3[CH:5]=[CH:4][C:3]([C:2]([NH2:32])=[NH:1])=[CH:31][CH:30]=3)[CH2:12][CH2:13]2)=[CH:22][CH:23]=1. (7) Given the reactants [CH3:1][C:2]1([CH3:48])[CH2:10][C:9]2[N:8]([CH2:11][O:12][CH2:13][CH2:14][Si:15]([CH3:18])([CH3:17])[CH3:16])[N:7]=[C:6]([C:19]3[N:20]([CH2:40][O:41][CH2:42][CH2:43][Si:44]([CH3:47])([CH3:46])[CH3:45])[C:21]4[C:26]([CH:27]=3)=[CH:25][CH:24]=[C:23]([N:28](C)[C:29](=O)OCC3C=CC=CC=3)[CH:22]=4)[C:5]=2[CH2:4][CH2:3]1.C([O-])=O.[NH4+], predict the reaction product. The product is: [CH3:1][C:2]1([CH3:48])[CH2:10][C:9]2[N:8]([CH2:11][O:12][CH2:13][CH2:14][Si:15]([CH3:16])([CH3:17])[CH3:18])[N:7]=[C:6]([C:19]3[N:20]([CH2:40][O:41][CH2:42][CH2:43][Si:44]([CH3:46])([CH3:45])[CH3:47])[C:21]4[C:26]([CH:27]=3)=[CH:25][CH:24]=[C:23]([NH:28][CH3:29])[CH:22]=4)[C:5]=2[CH2:4][CH2:3]1. (8) Given the reactants [CH2:1]([O:3][C:4]1[CH:9]=[C:8](/[CH:10]=[CH:11]/[C:12]([O:14]C)=[O:13])[CH:7]=[CH:6][C:5]=1[C:16]1[CH:21]=[CH:20][C:19]([O:22][CH3:23])=[CH:18][CH:17]=1)[CH3:2].[OH-].[K+], predict the reaction product. The product is: [CH2:1]([O:3][C:4]1[CH:9]=[C:8](/[CH:10]=[CH:11]/[C:12]([OH:14])=[O:13])[CH:7]=[CH:6][C:5]=1[C:16]1[CH:17]=[CH:18][C:19]([O:22][CH3:23])=[CH:20][CH:21]=1)[CH3:2]. (9) Given the reactants [CH2:1]([C:4]1[CH:13]=[CH:12][CH:11]=[C:10]([NH2:14])[C:5]=1[C:6]([O:8]C)=[O:7])[CH:2]=[CH2:3].[OH-].[K+], predict the reaction product. The product is: [CH2:1]([C:4]1[CH:13]=[CH:12][CH:11]=[C:10]([NH2:14])[C:5]=1[C:6]([OH:8])=[O:7])[CH:2]=[CH2:3].